From a dataset of Forward reaction prediction with 1.9M reactions from USPTO patents (1976-2016). Predict the product of the given reaction. (1) Given the reactants C(OC([N:8]1[CH2:13][CH2:12][C:11]2[O:14][CH:15]=[CH:16][C:10]=2[CH2:9]1)=O)(C)(C)C.[ClH:17], predict the reaction product. The product is: [ClH:17].[O:14]1[C:11]2[CH2:12][CH2:13][NH:8][CH2:9][C:10]=2[CH:16]=[CH:15]1. (2) Given the reactants [CH:1]1[CH:2]=[CH:3][C:4]2[N:15]([C:16]([NH2:18])=[O:17])[C:14]3[CH:13]=[CH:12][CH:11]=[CH:10][C:9]=3[CH:8]=[CH:7][C:5]=2[CH:6]=1.[C:19]1(=[O:26])[CH:24]=[CH:23][C:22](=[O:25])[CH:21]=[CH:20]1.C1COCC1, predict the reaction product. The product is: [CH:11]1[CH:12]=[CH:13][C:14]2[N:15]([C:16]([NH2:18])=[O:17])[C:4]3[CH:3]=[CH:2][CH:1]=[CH:6][C:5]=3[CH:7]=[CH:8][C:9]=2[CH:10]=1.[C:19]1(=[O:26])[CH:24]=[CH:23][C:22](=[O:25])[CH:21]=[CH:20]1. (3) Given the reactants [Br:1][C:2]1[CH:7]=[CH:6][C:5]([CH:8]([C:19]2[CH:24]=[CH:23][C:22]([F:25])=[CH:21][C:20]=2[F:26])[CH2:9][C:10]([C:12]2[CH:13]=[CH:14][C:15](=[O:18])[NH:16][CH:17]=2)=[O:11])=[CH:4][CH:3]=1.[C:27](=O)([O-])[O-].[K+].[K+].IC.C(OCC)(=O)C, predict the reaction product. The product is: [Br:1][C:2]1[CH:3]=[CH:4][C:5]([CH:8]([C:19]2[CH:24]=[CH:23][C:22]([F:25])=[CH:21][C:20]=2[F:26])[CH2:9][C:10]([C:12]2[CH:13]=[CH:14][C:15](=[O:18])[N:16]([CH3:27])[CH:17]=2)=[O:11])=[CH:6][CH:7]=1. (4) Given the reactants [CH3:1][O:2][C:3]([C:5]1[C:13]2[NH:12][C:11]([NH2:14])=[N:10][C:9]=2[CH:8]=[CH:7][CH:6]=1)=[O:4].C1N=CN([C:20]([N:22]2[CH:26]=[N:25][CH:24]=[CH:23]2)=[O:21])C=1.C1C2[C:31](=[CH:32][CH:33]=[CH:34]C=2)[CH:30]=[C:29](N)N=1.O, predict the reaction product. The product is: [CH3:1][O:2][C:3]([C:5]1[C:13]2[N:12]=[C:11]([NH:14][C:20]([NH:22][C:26]3[N:25]=[CH:24][C:23]4[C:33]([CH:34]=3)=[CH:32][CH:31]=[CH:30][CH:29]=4)=[O:21])[NH:10][C:9]=2[CH:8]=[CH:7][CH:6]=1)=[O:4]. (5) Given the reactants C1(=O)[N:5]([CH2:6][CH2:7][O:8][CH2:9][CH2:10][O:11][CH2:12][CH2:13][O:14][CH2:15][CH2:16][O:17][CH2:18][CH2:19][O:20][CH2:21][CH2:22][N:23]2C(=O)C3=CC=CC=C3C2=O)C(=O)C2=CC=CC=C12.O.NN, predict the reaction product. The product is: [NH2:23][CH2:22][CH2:21][O:20][CH2:19][CH2:18][O:17][CH2:16][CH2:15][O:14][CH2:13][CH2:12][O:11][CH2:10][CH2:9][O:8][CH2:7][CH2:6][NH2:5]. (6) Given the reactants Br[C:2]1[CH:3]=[C:4]([NH:10][C:11]2[N:12]=[N:13][C:14]([C:17]([F:20])([F:19])[F:18])=[CH:15][CH:16]=2)[C:5](=[O:9])[N:6]([CH3:8])[CH:7]=1.[C:21]([O:24][CH2:25][C:26]1[C:27]([N:41]2[CH2:52][CH2:51][N:50]3[C:43](=[CH:44][C:45]4[CH2:46][C:47]([CH3:54])([CH3:53])[CH2:48][C:49]=43)[C:42]2=[O:55])=[N:28][CH:29]=[CH:30][C:31]=1B1OC(C)(C)C(C)(C)O1)(=[O:23])[CH3:22].CC(O[Na])=O.[O-]P([O-])([O-])=O.[K+].[K+].[K+], predict the reaction product. The product is: [C:21]([O:24][CH2:25][C:26]1[C:27]([N:41]2[CH2:52][CH2:51][N:50]3[C:43](=[CH:44][C:45]4[CH2:46][C:47]([CH3:54])([CH3:53])[CH2:48][C:49]=43)[C:42]2=[O:55])=[N:28][CH:29]=[CH:30][C:31]=1[C:2]1[CH:3]=[C:4]([NH:10][C:11]2[N:12]=[N:13][C:14]([C:17]([F:20])([F:19])[F:18])=[CH:15][CH:16]=2)[C:5](=[O:9])[N:6]([CH3:8])[CH:7]=1)(=[O:23])[CH3:22].